This data is from NCI-60 drug combinations with 297,098 pairs across 59 cell lines. The task is: Regression. Given two drug SMILES strings and cell line genomic features, predict the synergy score measuring deviation from expected non-interaction effect. (1) Drug 1: CCCS(=O)(=O)NC1=C(C(=C(C=C1)F)C(=O)C2=CNC3=C2C=C(C=N3)C4=CC=C(C=C4)Cl)F. Drug 2: CC1=C(N=C(N=C1N)C(CC(=O)N)NCC(C(=O)N)N)C(=O)NC(C(C2=CN=CN2)OC3C(C(C(C(O3)CO)O)O)OC4C(C(C(C(O4)CO)O)OC(=O)N)O)C(=O)NC(C)C(C(C)C(=O)NC(C(C)O)C(=O)NCCC5=NC(=CS5)C6=NC(=CS6)C(=O)NCCC[S+](C)C)O. Cell line: NCI-H522. Synergy scores: CSS=-1.42, Synergy_ZIP=-0.208, Synergy_Bliss=-11.8, Synergy_Loewe=-23.1, Synergy_HSA=-11.9. (2) Drug 1: CC1C(C(CC(O1)OC2CC(CC3=C2C(=C4C(=C3O)C(=O)C5=C(C4=O)C(=CC=C5)OC)O)(C(=O)C)O)N)O.Cl. Drug 2: CC(C1=C(C=CC(=C1Cl)F)Cl)OC2=C(N=CC(=C2)C3=CN(N=C3)C4CCNCC4)N. Cell line: COLO 205. Synergy scores: CSS=25.5, Synergy_ZIP=-3.63, Synergy_Bliss=-0.988, Synergy_Loewe=-16.6, Synergy_HSA=-3.67. (3) Drug 1: CC1=C2C(C(=O)C3(C(CC4C(C3C(C(C2(C)C)(CC1OC(=O)C(C(C5=CC=CC=C5)NC(=O)OC(C)(C)C)O)O)OC(=O)C6=CC=CC=C6)(CO4)OC(=O)C)O)C)O. Synergy scores: CSS=29.2, Synergy_ZIP=-4.78, Synergy_Bliss=-5.65, Synergy_Loewe=-6.99, Synergy_HSA=-2.29. Cell line: SK-OV-3. Drug 2: C#CCC(CC1=CN=C2C(=N1)C(=NC(=N2)N)N)C3=CC=C(C=C3)C(=O)NC(CCC(=O)O)C(=O)O. (4) Drug 1: CC1=C(C=C(C=C1)NC2=NC=CC(=N2)N(C)C3=CC4=NN(C(=C4C=C3)C)C)S(=O)(=O)N.Cl. Drug 2: C1CN1P(=S)(N2CC2)N3CC3. Cell line: SW-620. Synergy scores: CSS=-3.23, Synergy_ZIP=3.26, Synergy_Bliss=-6.58, Synergy_Loewe=-21.3, Synergy_HSA=-16.0. (5) Drug 1: CNC(=O)C1=CC=CC=C1SC2=CC3=C(C=C2)C(=NN3)C=CC4=CC=CC=N4. Drug 2: C1=CC(=C2C(=C1NCCNCCO)C(=O)C3=C(C=CC(=C3C2=O)O)O)NCCNCCO. Cell line: MCF7. Synergy scores: CSS=41.3, Synergy_ZIP=6.75, Synergy_Bliss=7.51, Synergy_Loewe=-3.12, Synergy_HSA=8.71. (6) Drug 1: C1CC(=O)NC(=O)C1N2CC3=C(C2=O)C=CC=C3N. Drug 2: CCC1(CC2CC(C3=C(CCN(C2)C1)C4=CC=CC=C4N3)(C5=C(C=C6C(=C5)C78CCN9C7C(C=CC9)(C(C(C8N6C)(C(=O)OC)O)OC(=O)C)CC)OC)C(=O)OC)O.OS(=O)(=O)O. Cell line: NCI-H460. Synergy scores: CSS=11.1, Synergy_ZIP=-5.92, Synergy_Bliss=-2.78, Synergy_Loewe=-25.0, Synergy_HSA=-3.40.